Dataset: Full USPTO retrosynthesis dataset with 1.9M reactions from patents (1976-2016). Task: Predict the reactants needed to synthesize the given product. (1) Given the product [NH2:3][CH2:4][CH2:5][O:6][CH2:7][CH2:8][NH:9][S:35]([C:31]1[CH:32]=[CH:33][CH:34]=[C:29]([CH:20]2[C:19]3[C:24](=[C:25]([Cl:27])[CH:26]=[C:17]([Cl:16])[CH:18]=3)[CH2:23][N:22]([CH3:28])[CH2:21]2)[CH:30]=1)(=[O:37])=[O:36], predict the reactants needed to synthesize it. The reactants are: Cl.Cl.[NH2:3][CH2:4][CH2:5][O:6][CH2:7][CH2:8][NH2:9].C(=O)([O-])[O-].[K+].[K+].[Cl:16][C:17]1[CH:18]=[C:19]2[C:24](=[C:25]([Cl:27])[CH:26]=1)[CH2:23][N:22]([CH3:28])[CH2:21][CH:20]2[C:29]1[CH:30]=[C:31]([S:35](Cl)(=[O:37])=[O:36])[CH:32]=[CH:33][CH:34]=1. (2) The reactants are: [Cl:1][C:2]1[N:7]=[C:6]([N:8]([CH2:13][CH2:14][CH3:15])[S:9]([CH3:12])(=[O:11])=[O:10])[CH:5]=[C:4]([CH2:16]O)[CH:3]=1.C(Br)(Br)(Br)[Br:19].C1(P(C2C=CC=CC=2)C2C=CC=CC=2)C=CC=CC=1. Given the product [Br:19][CH2:16][C:4]1[CH:3]=[C:2]([Cl:1])[N:7]=[C:6]([N:8]([CH2:13][CH2:14][CH3:15])[S:9]([CH3:12])(=[O:11])=[O:10])[CH:5]=1, predict the reactants needed to synthesize it. (3) Given the product [F:18][C:8]([F:19])([C:9]([F:16])([F:17])[C:10]([F:14])([F:15])[CH:11]([F:13])[F:12])[CH2:7][C:29]([CH2:7][C:8]([F:18])([F:19])[C:9]([F:16])([F:17])[C:10]([F:14])([F:15])[CH:11]([F:12])[F:13])([C:28]#[N:32])[C:30]#[N:31], predict the reactants needed to synthesize it. The reactants are: FC(F)(F)S(O[CH2:7][C:8]([F:19])([F:18])[C:9]([F:17])([F:16])[C:10]([F:15])([F:14])[CH:11]([F:13])[F:12])(=O)=O.C(=O)([O-])[O-].[K+].[K+].[C:28](#[N:32])[CH2:29][C:30]#[N:31].Cl. (4) Given the product [N:20]1([S:30]([C:33]2[CH:34]=[C:35]([NH:36][C:7](=[O:9])[C:6]3[CH:10]=[C:2]([F:1])[CH:3]=[CH:4][C:5]=3[N+:11]([O-:13])=[O:12])[CH:37]=[CH:38][CH:39]=2)(=[O:32])=[O:31])[C:29]2[C:24](=[CH:25][CH:26]=[CH:27][CH:28]=2)[CH2:23][CH2:22][CH2:21]1, predict the reactants needed to synthesize it. The reactants are: [F:1][C:2]1[CH:3]=[CH:4][C:5]([N+:11]([O-:13])=[O:12])=[C:6]([CH:10]=1)[C:7]([OH:9])=O.C(Cl)(=O)C(Cl)=O.[N:20]1([S:30]([C:33]2[CH:34]=[C:35]([CH:37]=[CH:38][CH:39]=2)[NH2:36])(=[O:32])=[O:31])[C:29]2[C:24](=[CH:25][CH:26]=[CH:27][CH:28]=2)[CH2:23][CH2:22][CH2:21]1.C(O)C(N)(CO)CO. (5) Given the product [CH3:28][O:27][C@H:25]([CH3:26])[C@H:9]([N:8]([OH:34])[CH:6]=[O:5])[CH2:10][S:11]([CH2:14][C:15]1[CH:16]=[N:17][C:18]2[C:23]([CH:24]=1)=[CH:22][CH:21]=[CH:20][CH:19]=2)(=[O:13])=[O:12], predict the reactants needed to synthesize it. The reactants are: C([O:5][C:6]([NH:8][C@@H:9]([C@H:25]([O:27][CH3:28])[CH3:26])[CH2:10][S:11]([CH2:14][C:15]1[CH:16]=[N:17][C:18]2[C:23]([CH:24]=1)=[CH:22][CH:21]=[CH:20][CH:19]=2)(=[O:13])=[O:12])=O)(C)(C)C.ClC1C=C(C=CC=1)C(OO)=[O:34]. (6) Given the product [Br:1][C:2]1[C:3]([O:10][CH2:11][CH3:12])=[N:4][CH:5]=[C:6]([CH3:8])[CH:7]=1, predict the reactants needed to synthesize it. The reactants are: [Br:1][C:2]1[C:3](Cl)=[N:4][CH:5]=[C:6]([CH3:8])[CH:7]=1.[O-:10][CH2:11][CH3:12].[Na+].